From a dataset of HIV replication inhibition screening data with 41,000+ compounds from the AIDS Antiviral Screen. Binary Classification. Given a drug SMILES string, predict its activity (active/inactive) in a high-throughput screening assay against a specified biological target. (1) The drug is COc1cc(C2c3cc4c(cc3OC(NCCO)C2C)OCO4)cc(OC)c1O. The result is 0 (inactive). (2) The molecule is CC1(C)CC(=O)c2c(nc(S)c(C#N)c2-c2ccc(Br)cc2)C1. The result is 0 (inactive). (3) The drug is CC(CCc1nc2ccccc2n1CCN(C)C)C1CCC2C3CCC4CC(O)CCC4(C)C3CCC12C.CS(=O)(=O)O. The result is 0 (inactive). (4) The compound is S=C1CSc2c(cnc3ccccc23)N1. The result is 0 (inactive). (5) The drug is Cc1cc(=O)cc2sc3cc(Cl)ccc3nc1-2. The result is 0 (inactive). (6) The drug is Cc1cc(=O)n(-c2cc3cccccc-3n2)[nH]1. The result is 0 (inactive).